Dataset: Reaction yield outcomes from USPTO patents with 853,638 reactions. Task: Predict the reaction yield, written as a fraction of the theoretical maximum amount of product (1.0 means a 100% yield; for example, 0.34 means a 34% yield). (1) The reactants are [Cl:1][C:2]1[CH:7]=[CH:6][C:5]([C:8]2[C:13]([CH:14]=[O:15])=[C:12]([CH3:16])[N:11]=[CH:10][CH:9]=2)=[C:4]([F:17])[CH:3]=1.[BH4-].[Na+]. The catalyst is CO. The product is [Cl:1][C:2]1[CH:7]=[CH:6][C:5]([C:8]2[CH:9]=[CH:10][N:11]=[C:12]([CH3:16])[C:13]=2[CH2:14][OH:15])=[C:4]([F:17])[CH:3]=1. The yield is 0.890. (2) The reactants are C[Si](Cl)(C)C.Br[CH2:7][C:8]([O:10][CH2:11][CH3:12])=[O:9].Br[C:14]1[CH:23]=[CH:22][C:21]2[C:16](=[CH:17][CH:18]=[CH:19][CH:20]=2)[N:15]=1.C(OCC)(=O)C. The catalyst is C1COCC1.[Zn].C1C=CC(P(C2C=CC=CC=2)[C-]2C=CC=C2)=CC=1.C1C=CC(P(C2C=CC=CC=2)[C-]2C=CC=C2)=CC=1.Cl[Pd]Cl.[Fe+2].O. The product is [CH2:11]([O:10][C:8](=[O:9])[CH2:7][C:14]1[CH:23]=[CH:22][C:21]2[C:16](=[CH:17][CH:18]=[CH:19][CH:20]=2)[N:15]=1)[CH3:12]. The yield is 0.480. (3) The reactants are [Li]CCCC.[CH3:6][N:7]1[CH:11]=[N:10][NH:9][C:8]1=[S:12].[Cl:13][C:14]1[CH:42]=[CH:41][C:17]([C:18]([C:20]2[CH:32]=[C:30]3[C:31]4[N:26]([CH2:27][CH2:28][CH2:29]3)[C:25](=[O:33])[CH:24]=[C:23]([C:34]3[CH:39]=[CH:38][CH:37]=[C:36]([Cl:40])[CH:35]=3)[C:22]=4[CH:21]=2)=[O:19])=[CH:16][CH:15]=1. The catalyst is C1COCC1. The product is [OH2:19].[Cl:40][C:36]1[CH:35]=[C:34]([C:23]2[C:22]3[CH:21]=[C:20]([C:18]([C:17]4[CH:16]=[CH:15][C:14]([Cl:13])=[CH:42][CH:41]=4)([OH:19])[C:11]4[N:7]([CH3:6])[C:8]([SH:12])=[N:9][N:10]=4)[CH:32]=[C:30]4[CH2:29][CH2:28][CH2:27][N:26]([C:25](=[O:33])[CH:24]=2)[C:31]=34)[CH:39]=[CH:38][CH:37]=1. The yield is 0.210. (4) The catalyst is CN(C=O)C. The reactants are [CH2:1]([O:3][C:4]([C:6]1([NH:11][C:12]([CH:14]2[CH2:18][CH:17]([O:19][C:20]3[C:29]4[C:24](=[C:25]([CH3:32])[C:26]([O:30][CH3:31])=[CH:27][CH:28]=4)[N:23]=C(C4C=CC=C(C)N=4)[CH:21]=3)[CH2:16][CH:15]2[C:40](O)=[O:41])=[O:13])[CH2:8][CH:7]1[CH:9]=[CH2:10])=[O:5])[CH3:2].Cl.[CH3:44][NH:45][CH2:46][CH2:47][CH2:48][CH2:49][CH:50]=[CH2:51].[CH:52]([N:55]([CH:58]([CH3:60])[CH3:59])CC)([CH3:54])[CH3:53].[CH3:61]N(C(ON1N=NC2C=CC=NC1=2)=[N+](C)C)C.F[P-](F)(F)(F)(F)F. The yield is 0.820. The product is [CH2:1]([O:3][C:4]([C:6]1([NH:11][C:12]([CH:14]2[CH2:18][CH:17]([O:19][C:20]3[C:29]4[C:24](=[C:25]([CH3:32])[C:26]([O:30][CH3:31])=[CH:27][CH:28]=4)[N:23]=[C:60]([C:58]4[CH:59]=[CH:61][CH:54]=[C:52]([CH3:53])[N:55]=4)[CH:21]=3)[CH2:16][CH:15]2[C:40](=[O:41])[N:45]([CH2:46][CH2:47][CH2:48][CH2:49][CH:50]=[CH2:51])[CH3:44])=[O:13])[CH2:8][CH:7]1[CH:9]=[CH2:10])=[O:5])[CH3:2]. (5) The reactants are [NH2:1][CH2:2][CH2:3][CH2:4][OH:5].[O-]S([O-])(=O)=O.[Mg+2].[C:12]1([CH3:18])[CH:17]=CC=C[CH:13]=1. No catalyst specified. The product is [CH:12]([CH:18]1[NH:1][CH2:2][CH2:3][CH2:4][O:5]1)([CH3:17])[CH3:13]. The yield is 0.610. (6) The reactants are [NH:1]1[C:11]2[C:6](=[CH:7][CH:8]=[CH:9][CH:10]=2)[C:4](=O)[C:2]1=[O:3].[F:12][C:13]([F:22])([F:21])[C:14]1[CH:15]=[C:16]([CH:18]=[CH:19][CH:20]=1)[NH2:17]. No catalyst specified. The product is [F:12][C:13]([F:21])([F:22])[C:14]1[CH:15]=[C:16]([N:17]=[C:4]2[C:6]3[CH:7]=[CH:8][CH:9]=[CH:10][C:11]=3[NH:1][C:2]2=[O:3])[CH:18]=[CH:19][CH:20]=1. The yield is 0.950. (7) The reactants are [Cl:1][C:2]1[CH:3]=[C:4]2[C:9](=[CH:10][CH:11]=1)[CH:8]=[C:7]([S:12]([CH2:15][CH2:16][C:17]([OH:19])=O)(=[O:14])=[O:13])[CH:6]=[CH:5]2.S(Cl)([Cl:22])=O. The catalyst is CN(C=O)C.C1(C)C=CC=CC=1. The product is [Cl:1][C:2]1[CH:3]=[C:4]2[C:9](=[CH:10][CH:11]=1)[CH:8]=[C:7]([S:12]([CH2:15][CH2:16][C:17]([Cl:22])=[O:19])(=[O:14])=[O:13])[CH:6]=[CH:5]2. The yield is 0.980. (8) The reactants are [Br:1][C:2]1[C:3]([O:13][CH2:14][CH3:15])=[N:4][CH:5]=[C:6]([CH:12]=1)[C:7](OCC)=[O:8].CC(C[AlH]CC(C)C)C.[OH-].[Na+]. The catalyst is COC(C)(C)C.O. The product is [Br:1][C:2]1[CH:12]=[C:6]([CH2:7][OH:8])[CH:5]=[N:4][C:3]=1[O:13][CH2:14][CH3:15]. The yield is 0.970. (9) The yield is 0.740. The product is [CH3:1][O:2][C:3]1[CH:4]=[CH:5][C:6]2[O:10][C:9]([C:13](=[O:20])[CH2:14][CH2:15][CH2:16][CH2:17][CH2:18][CH3:19])=[C:8]([CH3:11])[C:7]=2[CH:12]=1. The reactants are [CH3:1][O:2][C:3]1[CH:4]=[CH:5][C:6]2[O:10][CH:9]=[C:8]([CH3:11])[C:7]=2[CH:12]=1.[C:13](Cl)(=[O:20])[CH2:14][CH2:15][CH2:16][CH2:17][CH2:18][CH3:19].[N+](C)([O-])=O.[Cl-].[Al+3].[Cl-].[Cl-]. The catalyst is O.